From a dataset of Forward reaction prediction with 1.9M reactions from USPTO patents (1976-2016). Predict the product of the given reaction. (1) Given the reactants [H-].[Na+:2].C[O:4][C:5]([C:7]1[S:8][C:9]([C:29]#[C:30][C:31]([CH3:34])([CH3:33])[CH3:32])=[CH:10][C:11]=1[N:12]([CH:22]1[CH2:27][CH2:26][CH:25]([OH:28])[CH2:24][CH2:23]1)[C:13]([CH:15]1[CH2:20][CH2:19][CH:18]([CH3:21])[CH2:17][CH2:16]1)=[O:14])=[O:6].F[C:36]1[CH:41]=[C:40]([CH2:42][N:43]([CH3:45])[CH3:44])[CH:39]=[CH:38][N:37]=1.[OH-].[Na+], predict the reaction product. The product is: [CH3:44][N:43]([CH2:42][C:40]1[CH:39]=[CH:38][N:37]=[C:36]([O:28][CH:25]2[CH2:26][CH2:27][CH:22]([N:12]([C:11]3[CH:10]=[C:9]([C:29]#[C:30][C:31]([CH3:32])([CH3:33])[CH3:34])[S:8][C:7]=3[C:5]([O-:4])=[O:6])[C:13]([CH:15]3[CH2:20][CH2:19][CH:18]([CH3:21])[CH2:17][CH2:16]3)=[O:14])[CH2:23][CH2:24]2)[CH:41]=1)[CH3:45].[Na+:2]. (2) The product is: [Br:1][C:2]1[CH:7]=[CH:6][C:5]([CH:8]2[C:10](=[O:9])[C:11]([CH3:21])([CH3:20])[O:12][C:13]([CH2:17][O:18][CH3:19])([CH3:16])[C:14]2=[O:15])=[C:4]([CH2:22][CH3:23])[CH:3]=1. Given the reactants [Br:1][C:2]1[CH:7]=[CH:6][C:5]([CH:8]2[C:10]3([C:14](=[O:15])[C:13]([CH2:17][O:18][CH3:19])([CH3:16])[O:12][C:11]3([CH3:21])[CH3:20])[O:9]2)=[C:4]([CH2:22][CH3:23])[CH:3]=1.BrC1C=CC(C2C3(C(=O)C(C)(C)OC3(COC)C)O2)=C(CC)C=1.S(=O)(=O)(O)O, predict the reaction product. (3) Given the reactants C(OC(=O)[NH:10][C@H:11]1[CH2:15][C@@H:14]([N:16]2[CH:24]=[N:23][C:22]3[C:17]2=[N:18][C:19]([N:40]2[CH2:44][CH2:43][C@@H:42]([NH:45][C:46]([NH:48][CH2:49][C:50]4[CH:55]=[CH:54][CH:53]=[CH:52][N:51]=4)=[O:47])[CH2:41]2)=[N:20][C:21]=3[NH:25][CH2:26][CH:27]([C:34]2[CH:39]=[CH:38][CH:37]=[CH:36][CH:35]=2)[C:28]2[CH:33]=[CH:32][CH:31]=[CH:30][CH:29]=2)[C@H:13]([OH:56])[C@@H:12]1[OH:57])C1C=CC=CC=1, predict the reaction product. The product is: [NH2:10][C@H:11]1[CH2:15][C@@H:14]([N:16]2[CH:24]=[N:23][C:22]3[C:17]2=[N:18][C:19]([N:40]2[CH2:44][CH2:43][C@@H:42]([NH:45][C:46]([NH:48][CH2:49][C:50]4[CH:55]=[CH:54][CH:53]=[CH:52][N:51]=4)=[O:47])[CH2:41]2)=[N:20][C:21]=3[NH:25][CH2:26][CH:27]([C:28]2[CH:29]=[CH:30][CH:31]=[CH:32][CH:33]=2)[C:34]2[CH:39]=[CH:38][CH:37]=[CH:36][CH:35]=2)[C@H:13]([OH:56])[C@@H:12]1[OH:57]. (4) Given the reactants C([O-])C.[Na+].[Cl-].[F:6][C:7]1[CH:32]=[CH:31][C:10]([CH2:11][P+](C2C=CC=CC=2)(C2C=CC=CC=2)C2C=CC=CC=2)=[CH:9][CH:8]=1.[C:33]([O:40][CH2:41][CH3:42])(=[O:39])[CH2:34][CH2:35][C:36]([CH3:38])=O.C(OCC)(=O)C.CCCCCC, predict the reaction product. The product is: [CH2:41]([O:40][C:33](=[O:39])[CH2:34][CH2:35][C:36]([CH3:38])=[CH:11][C:10]1[CH:9]=[CH:8][C:7]([F:6])=[CH:32][CH:31]=1)[CH3:42]. (5) Given the reactants C(=O)([S:3][CH2:4][CH2:5][CH2:6][CH2:7][CH2:8][CH2:9][CH2:10][CH2:11][CH2:12][CH2:13][CH2:14][O:15][CH2:16][CH2:17][O:18][CH2:19][CH2:20][O:21][CH2:22][CH2:23][O:24][C:25]1[CH:30]=[CH:29][C:28]([OH:31])=[CH:27][CH:26]=1)C.C(O)(=O)C.NN, predict the reaction product. The product is: [SH:3][CH2:4][CH2:5][CH2:6][CH2:7][CH2:8][CH2:9][CH2:10][CH2:11][CH2:12][CH2:13][CH2:14][O:15][CH2:16][CH2:17][O:18][CH2:19][CH2:20][O:21][CH2:22][CH2:23][O:24][C:25]1[CH:30]=[CH:29][C:28]([OH:31])=[CH:27][CH:26]=1. (6) Given the reactants C1(C)C=CC=CC=1.[Cl-].[Ca+2].[Cl-].[CH3:11][O:12][C:13]1[CH:14]=[C:15]([CH:19]=[CH:20][C:21]=1[O:22][CH3:23])[C:16](O)=[O:17].S(Cl)([Cl:26])=O, predict the reaction product. The product is: [CH3:11][O:12][C:13]1[CH:14]=[C:15]([CH:19]=[CH:20][C:21]=1[O:22][CH3:23])[C:16]([Cl:26])=[O:17]. (7) Given the reactants CNC1N=C(C2C=CC=CN=2)C=C(C2C=NC=C(C#CC3N(C)C=NC=3)C=2)C=1.Br[C:30]1[CH:31]=[C:32]([C:36]2[CH:41]=[C:40]([NH:42][CH:43]3[CH2:45][CH2:44]3)[N:39]=[C:38]([C:46]3[CH:51]=[CH:50][CH:49]=[CH:48][N:47]=3)[CH:37]=2)[CH:33]=[N:34][CH:35]=1.[CH:52]([N:55]1[CH2:60][CH2:59][N:58]([CH2:61][C:62]#[CH:63])[CH2:57][CH2:56]1)([CH3:54])[CH3:53], predict the reaction product. The product is: [CH:43]1([NH:42][C:40]2[N:39]=[C:38]([C:46]3[CH:51]=[CH:50][CH:49]=[CH:48][N:47]=3)[CH:37]=[C:36]([C:32]3[CH:33]=[N:34][CH:35]=[C:30]([C:63]#[C:62][CH2:61][N:58]4[CH2:57][CH2:56][N:55]([CH:52]([CH3:54])[CH3:53])[CH2:60][CH2:59]4)[CH:31]=3)[CH:41]=2)[CH2:45][CH2:44]1.